This data is from Reaction yield outcomes from USPTO patents with 853,638 reactions. The task is: Predict the reaction yield, written as a fraction of the theoretical maximum amount of product (1.0 means a 100% yield; for example, 0.34 means a 34% yield). (1) The reactants are [CH3:1][O:2][C:3]1[CH:8]=[CH:7][CH:6]=[CH:5][C:4]=1[OH:9].[C:10]1(=O)[O:15][C:13](=[O:14])[C:12]2=[CH:16][CH:17]=[CH:18][CH:19]=[C:11]12. No catalyst specified. The product is [OH:9][C:4]1[CH:5]=[CH:6][C:7]([C:10]2([C:7]3[CH:6]=[CH:5][C:4]([OH:9])=[C:3]([O:2][CH3:1])[CH:8]=3)[C:11]3[C:12](=[CH:16][CH:17]=[CH:18][CH:19]=3)[C:13](=[O:14])[O:15]2)=[CH:8][C:3]=1[O:2][CH3:1]. The yield is 0.790. (2) The reactants are C([O:3][C:4]([C:6]1([NH:15][C:16](=[O:31])[C:17]2[CH:22]=[C:21]([CH2:23][OH:24])[CH:20]=[C:19]([CH3:25])[C:18]=2[O:26][CH:27]2[CH2:30][CH2:29][CH2:28]2)[CH2:14][C:13]2[C:8](=[CH:9][CH:10]=[CH:11][CH:12]=2)[CH2:7]1)=[O:5])C.[OH-].[K+].O. The catalyst is C(O)C. The product is [CH:27]1([O:26][C:18]2[C:19]([CH3:25])=[CH:20][C:21]([CH2:23][OH:24])=[CH:22][C:17]=2[C:16]([NH:15][C:6]2([C:4]([OH:5])=[O:3])[CH2:14][C:13]3[C:8](=[CH:9][CH:10]=[CH:11][CH:12]=3)[CH2:7]2)=[O:31])[CH2:30][CH2:29][CH2:28]1. The yield is 0.950. (3) The reactants are [ClH:1].[F:2][C:3]([F:22])([F:21])[C:4]1[CH:5]=[C:6]([S:10]([C:13]([C@H:16]2[CH2:19][C@H:18]([NH2:20])[CH2:17]2)([CH3:15])[CH3:14])(=[O:12])=[O:11])[CH:7]=[CH:8][CH:9]=1.C1(O)CCC1. No catalyst specified. The product is [ClH:1].[F:21][C:3]([F:2])([F:22])[C:4]1[CH:5]=[C:6]([S:10]([C:13]([C@@H:16]2[CH2:19][C@H:18]([NH2:20])[CH2:17]2)([CH3:15])[CH3:14])(=[O:11])=[O:12])[CH:7]=[CH:8][CH:9]=1. The yield is 0.940. (4) The reactants are [CH2:1]([O:3][C:4](=[O:15])[C:5]([C:8]1[CH:13]=[CH:12][CH:11]=[C:10](Br)[CH:9]=1)([CH3:7])[CH3:6])[CH3:2].C(N(CC)CC)C.[CH3:23][Si:24]([C:27]#[CH:28])([CH3:26])[CH3:25].C(OCC)(=O)C. The catalyst is CCCCCC.[Cu]I.Cl[Pd](Cl)([P](C1C=CC=CC=1)(C1C=CC=CC=1)C1C=CC=CC=1)[P](C1C=CC=CC=1)(C1C=CC=CC=1)C1C=CC=CC=1. The product is [CH2:1]([O:3][C:4](=[O:15])[C:5]([CH3:7])([C:8]1[CH:13]=[CH:12][CH:11]=[C:10]([C:28]#[C:27][Si:24]([CH3:26])([CH3:25])[CH3:23])[CH:9]=1)[CH3:6])[CH3:2]. The yield is 0.900. (5) The catalyst is ClCCl. The reactants are Cl.[Cl:2][C:3]1[CH:4]=[C:5]([N:9]2[C:13]([CH2:14][NH2:15])=[CH:12][C:11]([C:16]([F:19])([F:18])[F:17])=[N:10]2)[CH:6]=[CH:7][CH:8]=1.C(N(CC)CC)C.[CH3:27][O:28][CH2:29][CH2:30][N:31]([CH3:48])[C:32]1[N:37]=[CH:36][C:35]([NH:38][C:39](=O)[O:40]C2C=CC=CC=2)=[CH:34][CH:33]=1. The yield is 0.490. The product is [Cl:2][C:3]1[CH:4]=[C:5]([N:9]2[C:13]([CH2:14][NH:15][C:39]([NH:38][C:35]3[CH:36]=[N:37][C:32]([N:31]([CH2:30][CH2:29][O:28][CH3:27])[CH3:48])=[CH:33][CH:34]=3)=[O:40])=[CH:12][C:11]([C:16]([F:17])([F:18])[F:19])=[N:10]2)[CH:6]=[CH:7][CH:8]=1. (6) The reactants are [CH3:1][C:2]1[S:9][C:8]2[CH:7]=[C:6]([C:10](O)=[O:11])[NH:5][C:4]=2[C:3]=1[N:13]([CH3:22])[S:14]([C:17]1[S:18][CH:19]=[CH:20][CH:21]=1)(=[O:16])=[O:15].O.NN.[N:26]1(O)C2C=CC=CC=2N=[N:27]1.Cl.CN(C)CCCN=C=NCC.C(=O)([O-])[OH:49].[Na+].ClC(=O)[CH2:55][C:56]([O:58][CH2:59][CH3:60])=[O:57].Cl. The catalyst is CN(C)C(=O)C.C(#N)C.O1CCCC1. The product is [CH3:1][C:2]1[S:9][C:8]2[CH:7]=[C:6]([C:10]([NH:26][NH:27][C:55](=[O:49])[C:56]([O:58][CH2:59][CH3:60])=[O:57])=[O:11])[NH:5][C:4]=2[C:3]=1[N:13]([CH3:22])[S:14]([C:17]1[S:18][CH:19]=[CH:20][CH:21]=1)(=[O:16])=[O:15]. The yield is 0.650. (7) The reactants are [N:1]1[CH:6]=[CH:5][CH:4]=[C:3]([C:7]2[CH:11]=[C:10]([CH2:12][NH:13]C(=O)OC(C)(C)C)[O:9][N:8]=2)[CH:2]=1.[ClH:21]. The catalyst is O1CCOCC1. The product is [ClH:21].[ClH:21].[N:1]1[CH:6]=[CH:5][CH:4]=[C:3]([C:7]2[CH:11]=[C:10]([CH2:12][NH2:13])[O:9][N:8]=2)[CH:2]=1. The yield is 0.880. (8) The reactants are [Cl:1][S:2]([C:5]1[CH:6]=[C:7]([CH:11]=[CH:12][C:13]=1[CH3:14])[C:8]([OH:10])=[O:9])(=[O:4])=[O:3].[C:15]1([CH3:27])[CH:20]=[CH:19][C:18]([S:21]([CH2:24][CH2:25]O)(=[O:23])=[O:22])=[CH:17][CH:16]=1. The catalyst is O=S(Cl)Cl. The product is [C:15]1([CH3:27])[CH:20]=[CH:19][C:18]([S:21]([CH2:24][CH2:25][O:9][C:8](=[O:10])[C:7]2[CH:11]=[CH:12][C:13]([CH3:14])=[C:5]([S:2]([Cl:1])(=[O:4])=[O:3])[CH:6]=2)(=[O:23])=[O:22])=[CH:17][CH:16]=1. The yield is 0.990. (9) The reactants are [C:1]([C:5]1[CH:10]=[CH:9][C:8]([N+:11]([O-:13])=[O:12])=[CH:7][C:6]=1[OH:14])([CH3:4])([CH3:3])[CH3:2].[C:15]([O-])([O-])=O.[K+].[K+].CI. The catalyst is CN(C=O)C.O. The product is [C:1]([C:5]1[CH:10]=[CH:9][C:8]([N+:11]([O-:13])=[O:12])=[CH:7][C:6]=1[O:14][CH3:15])([CH3:4])([CH3:2])[CH3:3]. The yield is 0.760. (10) The catalyst is O. The yield is 0.350. The reactants are I[C:2]1[C:10]2[C:5](=[N:6][CH:7]=[N:8][C:9]=2[NH2:11])[N:4]([C@H:12]2[CH2:17][CH2:16][C@H:15]([N:18]3[CH2:23][CH2:22][N:21]([CH3:24])[CH2:20][CH2:19]3)[CH2:14][CH2:13]2)[N:3]=1.[F:25][C:26]1[C:27](B2OC(C)(C)C(C)(C)O2)=[CH:28][C:29]([O:40][CH3:41])=[C:30]([NH:32][C:33](=[O:39])[O:34][C:35]([CH3:38])([CH3:37])[CH3:36])[CH:31]=1.C(=O)([O-])[O-].[Na+].[Na+].COCCOC. The product is [NH2:11][C:9]1[N:8]=[CH:7][N:6]=[C:5]2[N:4]([C@H:12]3[CH2:17][CH2:16][C@H:15]([N:18]4[CH2:23][CH2:22][N:21]([CH3:24])[CH2:20][CH2:19]4)[CH2:14][CH2:13]3)[N:3]=[C:2]([C:27]3[C:26]([F:25])=[CH:31][C:30]([NH:32][C:33](=[O:39])[O:34][C:35]([CH3:36])([CH3:37])[CH3:38])=[C:29]([O:40][CH3:41])[CH:28]=3)[C:10]=12.